This data is from Reaction yield outcomes from USPTO patents with 853,638 reactions. The task is: Predict the reaction yield, written as a fraction of the theoretical maximum amount of product (1.0 means a 100% yield; for example, 0.34 means a 34% yield). (1) The reactants are C[O:2][C:3](=O)[CH2:4][CH2:5][C:6]1[C:7](=[O:21])[N:8]([CH2:11][CH2:12][CH2:13][C:14]2[CH:19]=[CH:18][C:17]([CH3:20])=[CH:16][CH:15]=2)[CH2:9][CH:10]=1.CO.[NH2:25][O:26][K].C(O)(=O)C. The catalyst is CO.C(Cl)(Cl)Cl. The product is [OH:26][NH:25][C:3](=[O:2])[CH2:4][CH2:5][C:6]1[C:7](=[O:21])[N:8]([CH2:11][CH2:12][CH2:13][C:14]2[CH:19]=[CH:18][C:17]([CH3:20])=[CH:16][CH:15]=2)[CH2:9][CH:10]=1. The yield is 0.500. (2) The product is [Cl:1][C:2]1[CH:3]=[C:4]([C:8]2[CH:13]=[CH:12][C:11]([NH:14][CH:15]3[CH2:20][CH2:19][N:18]([C:21]4[N:22]=[CH:23][CH:24]=[CH:25][N:26]=4)[CH2:17][CH2:16]3)=[C:10]([NH2:27])[CH:9]=2)[CH:5]=[CH:6][CH:7]=1. The catalyst is [Pd].CCO. The reactants are [Cl:1][C:2]1[CH:3]=[C:4]([C:8]2[CH:13]=[CH:12][C:11]([NH:14][CH:15]3[CH2:20][CH2:19][N:18]([C:21]4[N:26]=[CH:25][CH:24]=[CH:23][N:22]=4)[CH2:17][CH2:16]3)=[C:10]([N+:27]([O-])=O)[CH:9]=2)[CH:5]=[CH:6][CH:7]=1. The yield is 0.690. (3) The reactants are C(Cl)(=O)C(Cl)=O.CS(C)=O.[C:11]([O:15][C:16]([N:18]1[CH2:23][CH2:22][CH:21]([CH:24]([OH:31])[CH:25]([CH3:30])[C:26](=[O:29])[CH2:27][CH3:28])[CH2:20][CH2:19]1)=[O:17])([CH3:14])([CH3:13])[CH3:12].C(N(CC)C(C)C)(C)C. The catalyst is C(Cl)Cl. The product is [C:11]([O:15][C:16]([N:18]1[CH2:23][CH2:22][CH:21]([C:24](=[O:31])[CH:25]([CH3:30])[C:26](=[O:29])[CH2:27][CH3:28])[CH2:20][CH2:19]1)=[O:17])([CH3:13])([CH3:12])[CH3:14]. The yield is 0.850. (4) The reactants are [C:1]1([C:7]2[N:8]=[C:9]([CH2:12][N:13]([CH2:34][CH2:35][CH3:36])[C:14]3[CH:15]=[C:16]([CH:31]=[CH:32][CH:33]=3)[CH2:17][O:18][C:19]3[CH:24]=[CH:23][C:22]([CH2:25][CH2:26][C:27]([O:29]C)=[O:28])=[CH:21][CH:20]=3)[S:10][CH:11]=2)[CH:6]=[CH:5][CH:4]=[CH:3][CH:2]=1.C(O)C.[OH-].[Na+].Cl. The catalyst is O.O1CCCC1. The product is [C:1]1([C:7]2[N:8]=[C:9]([CH2:12][N:13]([CH2:34][CH2:35][CH3:36])[C:14]3[CH:15]=[C:16]([CH:31]=[CH:32][CH:33]=3)[CH2:17][O:18][C:19]3[CH:20]=[CH:21][C:22]([CH2:25][CH2:26][C:27]([OH:29])=[O:28])=[CH:23][CH:24]=3)[S:10][CH:11]=2)[CH:6]=[CH:5][CH:4]=[CH:3][CH:2]=1. The yield is 0.750. (5) The reactants are [OH:1][CH2:2][C@@H:3]([NH:14][C:15]([O:17]CC1C=CC=CC=1)=O)[CH2:4][N:5]1[CH2:13][CH2:12][CH2:11][C@H:6]1C(OC)=O.[H][H]. The catalyst is CO.[Pd]. The product is [OH:1][CH2:2][C@@H:3]1[CH2:4][N:5]2[CH2:13][CH2:12][CH2:11][C@H:6]2[C:15](=[O:17])[NH:14]1. The yield is 0.850. (6) The reactants are [N:1]1[CH:6]=[CH:5][CH:4]=[CH:3][C:2]=1[CH2:7][CH2:8][O:9][C:10]1[N:15]=[C:14]([C:16](OC)=[O:17])[CH:13]=[C:12]([N:20]2[CH2:25][CH2:24][O:23][CH2:22][CH2:21]2)[N:11]=1.[BH4-].[Na+].C(O)C. The catalyst is C1(C)C=CC=CC=1.[O-2].[O-2].[Mn+4]. The product is [N:1]1[CH:6]=[CH:5][CH:4]=[CH:3][C:2]=1[CH2:7][CH2:8][O:9][C:10]1[N:15]=[C:14]([CH:16]=[O:17])[CH:13]=[C:12]([N:20]2[CH2:21][CH2:22][O:23][CH2:24][CH2:25]2)[N:11]=1. The yield is 0.480. (7) The reactants are [CH3:1][C:2]1[CH:3]=[C:4]2[CH:13]=[CH:12][N:11]([CH2:14][O:15][CH2:16][CH2:17][Si:18]([CH3:21])([CH3:20])[CH3:19])[N:5]2[C:6](=[O:10])[C:7]=1[C:8]#[N:9]. The catalyst is N.CO.[Ni]. The product is [NH2:9][CH2:8][C:7]1[C:6](=[O:10])[N:5]2[N:11]([CH2:14][O:15][CH2:16][CH2:17][Si:18]([CH3:21])([CH3:20])[CH3:19])[CH:12]=[CH:13][C:4]2=[CH:3][C:2]=1[CH3:1]. The yield is 0.380. (8) The reactants are [Cl:1][C:2]1[CH:7]=[CH:6][N:5]=[C:4]([N:8]2[CH2:21][CH2:20][N:11]3[C:12]4[CH2:13][CH2:14][CH2:15][CH2:16][C:17]=4[C:18]([F:19])=[C:10]3[C:9]2=[O:22])[C:3]=1[CH2:23][OH:24].ClCCl.[C:28](Cl)(=[O:30])[CH3:29]. The catalyst is C(N(CC)CC)C. The product is [C:28]([O:24][CH2:23][C:3]1[C:4]([N:8]2[CH2:21][CH2:20][N:11]3[C:12]4[CH2:13][CH2:14][CH2:15][CH2:16][C:17]=4[C:18]([F:19])=[C:10]3[C:9]2=[O:22])=[N:5][CH:6]=[CH:7][C:2]=1[Cl:1])(=[O:30])[CH3:29]. The yield is 0.900. (9) The reactants are [C:1]([N:8]1[CH2:13][CH2:12][CH2:11][C:10](=[O:14])[CH2:9]1)([O:3][C:4]([CH3:7])([CH3:6])[CH3:5])=[O:2].[CH3:15][O:16][C:17]1[CH:18]=[C:19]([Mg]Br)[CH:20]=[C:21]([O:23][CH3:24])[CH:22]=1. The catalyst is O1CCCC1. The product is [C:4]([O:3][C:1]([N:8]1[CH2:13][CH2:12][CH2:11][C:10]([C:19]2[CH:18]=[C:17]([O:16][CH3:15])[CH:22]=[C:21]([O:23][CH3:24])[CH:20]=2)([OH:14])[CH2:9]1)=[O:2])([CH3:7])([CH3:6])[CH3:5]. The yield is 0.750. (10) The yield is 0.760. The catalyst is O1CCOCC1. The product is [CH3:12][NH:11][C:8]1[S:9][C:10]2[C:2]([B:13]3[O:17][C:16]([CH3:19])([CH3:18])[C:15]([CH3:21])([CH3:20])[O:14]3)=[CH:3][CH:4]=[CH:5][C:6]=2[N:7]=1. The reactants are Br[C:2]1[C:10]2[S:9][C:8]([NH:11][CH3:12])=[N:7][C:6]=2[CH:5]=[CH:4][CH:3]=1.[B:13]1([B:13]2[O:17][C:16]([CH3:19])([CH3:18])[C:15]([CH3:21])([CH3:20])[O:14]2)[O:17][C:16]([CH3:19])([CH3:18])[C:15]([CH3:21])([CH3:20])[O:14]1.C([O-])(=O)C.[K+].CCOC(C)=O.